From a dataset of NCI-60 drug combinations with 297,098 pairs across 59 cell lines. Regression. Given two drug SMILES strings and cell line genomic features, predict the synergy score measuring deviation from expected non-interaction effect. Drug 1: C1=NC2=C(N=C(N=C2N1C3C(C(C(O3)CO)O)O)F)N. Drug 2: CCCCC(=O)OCC(=O)C1(CC(C2=C(C1)C(=C3C(=C2O)C(=O)C4=C(C3=O)C=CC=C4OC)O)OC5CC(C(C(O5)C)O)NC(=O)C(F)(F)F)O. Cell line: SK-OV-3. Synergy scores: CSS=32.3, Synergy_ZIP=-0.314, Synergy_Bliss=4.84, Synergy_Loewe=-3.56, Synergy_HSA=2.45.